From a dataset of Full USPTO retrosynthesis dataset with 1.9M reactions from patents (1976-2016). Predict the reactants needed to synthesize the given product. Given the product [C:1]([N:4]1[CH2:9][CH2:8][CH:7]([CH2:10][C:11]([NH:13][C:14]2[CH:19]=[CH:18][C:17]([C:26]3[CH:25]=[CH:24][CH:23]=[C:22]([F:21])[C:27]=3[F:28])=[CH:16][CH:15]=2)=[O:12])[CH2:6][CH2:5]1)(=[O:3])[CH3:2], predict the reactants needed to synthesize it. The reactants are: [C:1]([N:4]1[CH2:9][CH2:8][CH:7]([CH2:10][C:11]([NH:13][C:14]2[CH:19]=[CH:18][C:17](Br)=[CH:16][CH:15]=2)=[O:12])[CH2:6][CH2:5]1)(=[O:3])[CH3:2].[F:21][C:22]1[C:27]([F:28])=[CH:26][CH:25]=[CH:24][C:23]=1B(O)O.